Task: Predict the product of the given reaction.. Dataset: Forward reaction prediction with 1.9M reactions from USPTO patents (1976-2016) Given the reactants [N+:1]([C:4]1[CH:9]=[CH:8][CH:7]=[CH:6][C:5]=1[CH2:10][C:11]([O:13][CH3:14])=[O:12])([O-])=O, predict the reaction product. The product is: [NH2:1][C:4]1[CH:9]=[CH:8][CH:7]=[CH:6][C:5]=1[CH2:10][C:11]([O:13][CH3:14])=[O:12].